Dataset: Catalyst prediction with 721,799 reactions and 888 catalyst types from USPTO. Task: Predict which catalyst facilitates the given reaction. (1) Reactant: [C:1]12[C:12]([NH:13][CH:14]3[CH2:19][CH2:18][CH:17]([NH2:20])[CH2:16][CH2:15]3)=[N:11][CH:10]=[N:9][C:8]=1[S:7][C:6]1[CH2:5][CH2:4][CH2:3][C:2]2=1.Br[CH2:22][CH2:23][F:24].CCN(C(C)C)C(C)C. Product: [F:24][CH2:23][CH2:22][NH:20][CH:17]1[CH2:18][CH2:19][CH:14]([NH:13][C:12]2[C:1]3[C:2]4[CH2:3][CH2:4][CH2:5][C:6]=4[S:7][C:8]=3[N:9]=[CH:10][N:11]=2)[CH2:15][CH2:16]1. The catalyst class is: 23. (2) The catalyst class is: 314. Product: [CH2:1]([O:8][C:9]1[CH:14]=[C:13]([CH:12]=[C:11]([Br:18])[CH:10]=1)[NH2:15])[C:2]1[CH:3]=[CH:4][CH:5]=[CH:6][CH:7]=1. Reactant: [CH2:1]([O:8][C:9]1[CH:14]=[C:13]([N+:15]([O-])=O)[CH:12]=[C:11]([Br:18])[CH:10]=1)[C:2]1[CH:7]=[CH:6][CH:5]=[CH:4][CH:3]=1.[NH4+].[Cl-]. (3) Reactant: C(N(CCC)[C:5]1[CH:10]=[CH:9][C:8]([NH:11][C:12](=[O:27])[C:13]2[CH:18]=[CH:17][C:16]([CH2:19][NH:20][CH2:21][C:22]3[NH:23][CH:24]=[CH:25][N:26]=3)=[CH:15][CH:14]=2)=[CH:7][CH:6]=1)CC.[N:31]1[C:40]2[C:35](=[CH:36][CH:37]=[CH:38][CH:39]=2)[C:34]([CH:41]=O)=[CH:33][CH:32]=1.[C:43]([BH3-])#[N:44].[Na+].[OH-].[Na+]. Product: [CH2:6]([N:44]([CH2:43][C:5]1[CH:6]=[CH:7][C:8]([NH:11][C:12](=[O:27])[C:13]2[CH:14]=[CH:15][C:16]([CH2:19][N:20]([CH2:21][C:22]3[NH:26][CH:25]=[CH:24][N:23]=3)[CH2:41][C:34]3[C:35]4[C:40](=[CH:39][CH:38]=[CH:37][CH:36]=4)[N:31]=[CH:32][CH:33]=3)=[CH:17][CH:18]=2)=[CH:9][CH:10]=1)[CH2:7][CH2:8][CH3:9])[CH2:5][CH3:10]. The catalyst class is: 130. (4) The catalyst class is: 134. Reactant: [CH:1](NC(C)C)(C)C.[CH3:8][N:9]1[CH2:14][C:13]([N+:21]([O-:23])=[O:22])([C:15]2[CH:20]=[CH:19][CH:18]=[CH:17][CH:16]=2)[CH2:12][CH2:11][C:10]1=[O:24].CI. Product: [CH3:8][N:9]1[CH2:14][C:13]([N+:21]([O-:23])=[O:22])([C:15]2[CH:20]=[CH:19][CH:18]=[CH:17][CH:16]=2)[CH2:12][CH:11]([CH3:1])[C:10]1=[O:24].